This data is from Forward reaction prediction with 1.9M reactions from USPTO patents (1976-2016). The task is: Predict the product of the given reaction. (1) Given the reactants [NH2:1][C:2]1[CH:3]=[CH:4][C:5]2[C:11]([CH3:13])([CH3:12])[CH2:10][CH2:9][C:8](=[O:14])[NH:7][C:6]=2[CH:15]=1.Cl[C:17]1[N:22]=[C:21]([NH:23][C:24]2[C:35]([F:36])=[CH:34][CH:33]=[CH:32][C:25]=2[C:26]([NH:28][CH2:29][C:30]#[CH:31])=[O:27])[C:20]([Cl:37])=[CH:19][N:18]=1, predict the reaction product. The product is: [Cl:37][C:20]1[C:21]([NH:23][C:24]2[C:35]([F:36])=[CH:34][CH:33]=[CH:32][C:25]=2[C:26]([NH:28][CH2:29][C:30]#[CH:31])=[O:27])=[N:22][C:17]([NH:1][C:2]2[CH:3]=[CH:4][C:5]3[C:11]([CH3:12])([CH3:13])[CH2:10][CH2:9][C:8](=[O:14])[NH:7][C:6]=3[CH:15]=2)=[N:18][CH:19]=1. (2) Given the reactants [Br:1][C:2]1[C:3]([NH2:9])=[C:4]([NH2:8])[CH:5]=[N:6][CH:7]=1.O=[C:11]([CH3:14])[CH:12]=O, predict the reaction product. The product is: [Br:1][C:2]1[C:3]2=[N:9][C:11]([CH3:14])=[CH:12][N:8]=[C:4]2[CH:5]=[N:6][CH:7]=1. (3) Given the reactants [CH3:1][O:2][C:3]1[CH:4]=[C:5]([NH:11][CH:12]2[CH2:17][CH2:16][N:15]([CH2:18][C:19]3[CH:24]=[CH:23][N:22]=[C:21]([C:25]4[CH:30]=[C:29]([O:31][CH3:32])[C:28]([O:33][CH3:34])=[C:27]([O:35][CH3:36])[CH:26]=4)[CH:20]=3)[CH2:14][CH2:13]2)[CH:6]=[C:7]([O:9][CH3:10])[CH:8]=1.[Cl:37][CH2:38][C:39]1[CH:44]=[CH:43][N:42]=[C:41]([C:45]2[CH:50]=[C:49]([O:51][CH3:52])[C:48]([O:53][CH3:54])=[C:47]([O:55][CH3:56])[CH:46]=2)[CH:40]=1, predict the reaction product. The product is: [ClH:37].[ClH:37].[ClH:37].[CH3:1][O:2][C:3]1[CH:4]=[C:5]([N:11]([CH:12]2[CH2:13][CH2:14][N:15]([CH2:18][C:19]3[CH:24]=[CH:23][N:22]=[C:21]([C:25]4[CH:26]=[C:27]([O:35][CH3:36])[C:28]([O:33][CH3:34])=[C:29]([O:31][CH3:32])[CH:30]=4)[CH:20]=3)[CH2:16][CH2:17]2)[CH2:38][C:39]2[CH:44]=[CH:43][N:42]=[C:41]([C:45]3[CH:50]=[C:49]([O:51][CH3:52])[C:48]([O:53][CH3:54])=[C:47]([O:55][CH3:56])[CH:46]=3)[CH:40]=2)[CH:6]=[C:7]([O:9][CH3:10])[CH:8]=1. (4) Given the reactants [CH3:1][N:2]1[CH2:7][CH2:6][N:5]([CH2:8][CH2:9][C:10]2[CH:11]=[CH:12][C:13]3[N:14]([C:16]([C:19]([O:21]C)=[O:20])=[CH:17][N:18]=3)[CH:15]=2)[CH2:4][CH2:3]1.[Li+].[OH-].Cl, predict the reaction product. The product is: [CH3:1][N:2]1[CH2:3][CH2:4][N:5]([CH2:8][CH2:9][C:10]2[CH:11]=[CH:12][C:13]3[N:14]([C:16]([C:19]([OH:21])=[O:20])=[CH:17][N:18]=3)[CH:15]=2)[CH2:6][CH2:7]1. (5) Given the reactants [C:1]([C:3]([O:6][N:7]([C:15]([CH3:18])([CH3:17])[CH3:16])[C:8]([CH3:14])([CH3:13])[C:9]([NH:11][CH3:12])=[O:10])([CH3:5])[CH3:4])#[N:2].N(C(C)(C)C#N)=N[C:21](C)([CH3:24])[C:22]#N, predict the reaction product. The product is: [C:1]([C:3]([O:6][N:7]([C:15]([CH3:18])([CH3:17])[CH3:16])[C:8]([CH3:14])([CH3:13])[C:9]([NH:11][CH2:12][CH2:22][CH2:21][CH3:24])=[O:10])([CH3:5])[CH3:4])#[N:2].